Dataset: Peptide-MHC class I binding affinity with 185,985 pairs from IEDB/IMGT. Task: Regression. Given a peptide amino acid sequence and an MHC pseudo amino acid sequence, predict their binding affinity value. This is MHC class I binding data. (1) The peptide sequence is FLGGTTVCL. The MHC is Patr-A0401 with pseudo-sequence Patr-A0401. The binding affinity (normalized) is 0.0365. (2) The peptide sequence is DIKLIDIAL. The MHC is HLA-B58:01 with pseudo-sequence HLA-B58:01. The binding affinity (normalized) is 0.0847. (3) The peptide sequence is MCVCRDNWH. The MHC is HLA-A33:01 with pseudo-sequence HLA-A33:01. The binding affinity (normalized) is 0.0904.